Dataset: hERG potassium channel inhibition data for cardiac toxicity prediction from Karim et al.. Task: Regression/Classification. Given a drug SMILES string, predict its toxicity properties. Task type varies by dataset: regression for continuous values (e.g., LD50, hERG inhibition percentage) or binary classification for toxic/non-toxic outcomes (e.g., AMES mutagenicity, cardiotoxicity, hepatotoxicity). Dataset: herg_karim. The molecule is CC(=O)Nc1cc(Nc2cc(NC3CCC3)n3ncc(C#N)c3n2)c(F)cc1C. The result is 0 (non-blocker).